This data is from Peptide-MHC class I binding affinity with 185,985 pairs from IEDB/IMGT. The task is: Regression. Given a peptide amino acid sequence and an MHC pseudo amino acid sequence, predict their binding affinity value. This is MHC class I binding data. (1) The peptide sequence is LMPLARFWL. The MHC is HLA-B27:05 with pseudo-sequence HLA-B27:05. The binding affinity (normalized) is 0.0847. (2) The peptide sequence is KRMMIRYCL. The MHC is HLA-A30:01 with pseudo-sequence HLA-A30:01. The binding affinity (normalized) is 0.447. (3) The peptide sequence is GSNRPWVSF. The MHC is HLA-B15:01 with pseudo-sequence HLA-B15:01. The binding affinity (normalized) is 0.692. (4) The peptide sequence is YTVRGTGKY. The MHC is HLA-A03:01 with pseudo-sequence HLA-A03:01. The binding affinity (normalized) is 0.0847. (5) The peptide sequence is FPYSIPATLL. The MHC is HLA-B07:02 with pseudo-sequence HLA-B07:02. The binding affinity (normalized) is 0.692. (6) The peptide sequence is YYSNKVFPI. The MHC is HLA-A24:02 with pseudo-sequence HLA-A24:02. The binding affinity (normalized) is 1.00. (7) The peptide sequence is TKRSYEQM. The MHC is H-2-Kb with pseudo-sequence H-2-Kb. The binding affinity (normalized) is 0.0735. (8) The peptide sequence is RPMTYKAAL. The MHC is Mamu-A2201 with pseudo-sequence Mamu-A2201. The binding affinity (normalized) is 0.598. (9) The peptide sequence is ETLDVFGPI. The MHC is HLA-A02:01 with pseudo-sequence HLA-A02:01. The binding affinity (normalized) is 0.0847.